Dataset: Peptide-MHC class II binding affinity with 134,281 pairs from IEDB. Task: Regression. Given a peptide amino acid sequence and an MHC pseudo amino acid sequence, predict their binding affinity value. This is MHC class II binding data. (1) The peptide sequence is LYKYKVVKIEPLGVAPTKAK. The MHC is DRB1_1501 with pseudo-sequence DRB1_1501. The binding affinity (normalized) is 0.486. (2) The peptide sequence is PQCRLTPLSRLPFGMAPGPGPQPG. The MHC is DRB1_0401 with pseudo-sequence DRB1_0401. The binding affinity (normalized) is 0.272.